Predict the reactants needed to synthesize the given product. From a dataset of Full USPTO retrosynthesis dataset with 1.9M reactions from patents (1976-2016). (1) Given the product [CH2:1]([O:8][C:9]([N:11]1[CH2:19][C:18]2[C:13](=[CH:14][CH:15]=[C:16]([CH2:20][O:21][S:30]([CH3:29])(=[O:32])=[O:31])[CH:17]=2)[CH2:12]1)=[O:10])[C:2]1[CH:7]=[CH:6][CH:5]=[CH:4][CH:3]=1, predict the reactants needed to synthesize it. The reactants are: [CH2:1]([O:8][C:9]([N:11]1[CH2:19][C:18]2[C:13](=[CH:14][CH:15]=[C:16]([CH2:20][OH:21])[CH:17]=2)[CH2:12]1)=[O:10])[C:2]1[CH:7]=[CH:6][CH:5]=[CH:4][CH:3]=1.CCN(CC)CC.[CH3:29][S:30](Cl)(=[O:32])=[O:31]. (2) Given the product [C:16]([C:15]1[C:14]([C:27]([O:26][CH3:25])=[O:28])=[N:5][C:10]([CH3:19])=[CH:11][CH:12]=1)#[CH:17], predict the reactants needed to synthesize it. The reactants are: CCCC[N+:5]([CH2:14][CH2:15][CH2:16][CH3:17])([CH2:10][CH2:11][CH2:12]C)CCCC.[F-].[C:19]([O-])(O)=O.[Na+].C[CH2:25][O:26][C:27](C)=[O:28]. (3) Given the product [CH2:1]([O:3][C:4]([C:6]1[O:7][C:8]([S:15][CH3:14])=[CH:9][CH:10]=1)=[O:5])[CH3:2], predict the reactants needed to synthesize it. The reactants are: [CH2:1]([O:3][C:4]([C:6]1[O:7][C:8]([N+]([O-])=O)=[CH:9][CH:10]=1)=[O:5])[CH3:2].[CH3:14][S:15](C)=O. (4) Given the product [C:13]([NH2:14])(=[O:1])[CH:12]=[CH2:16].[CH2:2]=[CH:3][C:4]1[CH:9]=[CH:8][CH:7]=[CH:6][CH:5]=1, predict the reactants needed to synthesize it. The reactants are: [OH2:1].[CH2:2]=[CH:3][C:4]1[CH:9]=[CH:8][CH:7]=[CH:6][CH:5]=1.N([C:12](C)([CH3:16])[C:13]#[N:14])=N[C:12]([CH3:16])(C)[C:13]#[N:14].